This data is from In vitro SARS-CoV-2 activity screen of 1,480 approved drugs from Prestwick library. The task is: Binary Classification. Given a drug SMILES string, predict its activity (active/inactive) in a high-throughput screening assay against a specified biological target. (1) The molecule is CC(C)Nc1ncccn1. The result is 0 (inactive). (2) The compound is NS(=O)(=O)c1cc(C(=O)O)cc(N2CCCC2)c1Oc1ccccc1. The result is 0 (inactive). (3) The molecule is Cc1cccn2c(=O)c(-c3nnn[n-]3)cnc12.[K+]. The result is 0 (inactive). (4) The compound is CO[C@@]1(NC(=O)Cc2cccs2)C(=O)N2C(C(=O)[O-])=C(COC(N)=O)CS[C@@H]21.[Na+]. The result is 0 (inactive). (5) The drug is C[C@]12C/C(=C/O)C(=O)C[C@@H]1CC[C@@H]1[C@@H]2CC[C@@]2(C)[C@H]1CC[C@]2(C)O. The result is 1 (active). (6) The drug is CC1(C)S[C@@H]2[C@H](NC(=O)[C@H](NC(=O)N3CCNC3=O)c3ccccc3)C(=O)N2[C@H]1C(=O)[O-].[Na+]. The result is 0 (inactive).